The task is: Regression. Given two drug SMILES strings and cell line genomic features, predict the synergy score measuring deviation from expected non-interaction effect.. This data is from NCI-60 drug combinations with 297,098 pairs across 59 cell lines. (1) Drug 1: CC1=C(C=C(C=C1)C(=O)NC2=CC(=CC(=C2)C(F)(F)F)N3C=C(N=C3)C)NC4=NC=CC(=N4)C5=CN=CC=C5. Synergy scores: CSS=-0.820, Synergy_ZIP=0.298, Synergy_Bliss=-0.564, Synergy_Loewe=-1.89, Synergy_HSA=-1.88. Cell line: NCI-H522. Drug 2: C1=CN(C=N1)CC(O)(P(=O)(O)O)P(=O)(O)O. (2) Drug 1: COC1=NC(=NC2=C1N=CN2C3C(C(C(O3)CO)O)O)N. Drug 2: C(CCl)NC(=O)N(CCCl)N=O. Cell line: BT-549. Synergy scores: CSS=2.29, Synergy_ZIP=-0.0657, Synergy_Bliss=1.19, Synergy_Loewe=-2.11, Synergy_HSA=-0.609. (3) Synergy scores: CSS=54.1, Synergy_ZIP=3.19, Synergy_Bliss=6.66, Synergy_Loewe=-45.1, Synergy_HSA=6.88. Cell line: BT-549. Drug 1: CCC1=CC2CC(C3=C(CN(C2)C1)C4=CC=CC=C4N3)(C5=C(C=C6C(=C5)C78CCN9C7C(C=CC9)(C(C(C8N6C)(C(=O)OC)O)OC(=O)C)CC)OC)C(=O)OC.C(C(C(=O)O)O)(C(=O)O)O. Drug 2: C1=CC=C(C(=C1)C(C2=CC=C(C=C2)Cl)C(Cl)Cl)Cl. (4) Drug 1: CC12CCC(CC1=CCC3C2CCC4(C3CC=C4C5=CN=CC=C5)C)O. Drug 2: CC1CCCC2(C(O2)CC(NC(=O)CC(C(C(=O)C(C1O)C)(C)C)O)C(=CC3=CSC(=N3)C)C)C. Cell line: ACHN. Synergy scores: CSS=1.23, Synergy_ZIP=0.641, Synergy_Bliss=3.75, Synergy_Loewe=1.87, Synergy_HSA=1.43. (5) Drug 1: CN1C(=O)N2C=NC(=C2N=N1)C(=O)N. Drug 2: CN1C2=C(C=C(C=C2)N(CCCl)CCCl)N=C1CCCC(=O)O.Cl. Cell line: SK-MEL-2. Synergy scores: CSS=3.95, Synergy_ZIP=-1.81, Synergy_Bliss=-3.48, Synergy_Loewe=-1.07, Synergy_HSA=-3.60.